From a dataset of Reaction yield outcomes from USPTO patents with 853,638 reactions. Predict the reaction yield, written as a fraction of the theoretical maximum amount of product (1.0 means a 100% yield; for example, 0.34 means a 34% yield). (1) The reactants are [N:1]1[CH:6]=[CH:5][CH:4]=[CH:3][C:2]=1[CH:7]1[O:12][CH2:11][CH2:10][NH:9][CH2:8]1.C(N(CC)CC)C.Cl[C:21]1[N:26]=[C:25]([NH2:27])[C:24]([N+:28]([O-:30])=[O:29])=[CH:23][CH:22]=1. The catalyst is CS(C)=O. The product is [N+:28]([C:24]1[C:25]([NH2:27])=[N:26][C:21]([N:9]2[CH2:10][CH2:11][O:12][CH:7]([C:2]3[CH:3]=[CH:4][CH:5]=[CH:6][N:1]=3)[CH2:8]2)=[CH:22][CH:23]=1)([O-:30])=[O:29]. The yield is 0.550. (2) The reactants are [C:1]([O:5][C:6]([C:8]1[CH:12]=[CH:11][S:10][C:9]=1[C:13]1[CH:18]=[CH:17][C:16]([C:19]2[CH:24]=[CH:23][C:22]([C:25]3([C:28]([O:30][CH2:31][CH3:32])=[O:29])[CH2:27][CH2:26]3)=[CH:21][CH:20]=2)=[C:15]([O:33][CH3:34])[CH:14]=1)=[O:7])([CH3:4])([CH3:3])[CH3:2].C([N-]C(C)C)(C)C.[Li+].O1CCCC1.C1C=CC(S(N(S(C2C=CC=CC=2)(=O)=O)[F:58])(=O)=O)=CC=1.[Cl-].[NH4+]. The catalyst is O1CCCC1.C(OCC)(=O)C. The product is [C:1]([O:5][C:6]([C:8]1[CH:12]=[C:11]([F:58])[S:10][C:9]=1[C:13]1[CH:18]=[CH:17][C:16]([C:19]2[CH:20]=[CH:21][C:22]([C:25]3([C:28]([O:30][CH2:31][CH3:32])=[O:29])[CH2:27][CH2:26]3)=[CH:23][CH:24]=2)=[C:15]([O:33][CH3:34])[CH:14]=1)=[O:7])([CH3:3])([CH3:4])[CH3:2]. The yield is 0.200. (3) The reactants are [NH2:1][CH:2]([CH3:6])[CH:3](C)[OH:4].Br[CH:8]([CH3:18])[C:9]([C:11]1[CH:16]=[CH:15][CH:14]=[C:13]([Cl:17])[CH:12]=1)=[O:10].[I-].[Na+].[CH:21](Cl)(Cl)Cl. No catalyst specified. The product is [OH:4][CH2:3][C:2]([NH:1][CH:8]([CH3:18])[C:9]([C:11]1[CH:16]=[CH:15][CH:14]=[C:13]([Cl:17])[CH:12]=1)=[O:10])([CH3:6])[CH3:21]. The yield is 0.550.